Dataset: Merck oncology drug combination screen with 23,052 pairs across 39 cell lines. Task: Regression. Given two drug SMILES strings and cell line genomic features, predict the synergy score measuring deviation from expected non-interaction effect. (1) Drug 1: Nc1ccn(C2OC(CO)C(O)C2(F)F)c(=O)n1. Drug 2: O=C(NOCC(O)CO)c1ccc(F)c(F)c1Nc1ccc(I)cc1F. Cell line: COLO320DM. Synergy scores: synergy=16.1. (2) Drug 1: CC(=O)OC1C(=O)C2(C)C(O)CC3OCC3(OC(C)=O)C2C(OC(=O)c2ccccc2)C2(O)CC(OC(=O)C(O)C(NC(=O)c3ccccc3)c3ccccc3)C(C)=C1C2(C)C. Drug 2: O=C(O)C1(Cc2cccc(Nc3nccs3)n2)CCC(Oc2cccc(Cl)c2F)CC1. Cell line: SKMES1. Synergy scores: synergy=21.6.